Task: Predict the product of the given reaction.. Dataset: Forward reaction prediction with 1.9M reactions from USPTO patents (1976-2016) Given the reactants Br[C:2]1[CH:7]=[CH:6][C:5]([N+:8]([O-:10])=[O:9])=[C:4]([F:11])[CH:3]=1.[CH3:12][C:13]1([CH3:27])[C:17]([CH3:19])([CH3:18])[O:16][B:15](C2C=C(C=CC=2)N)[O:14]1.CC([O-])=O.[K+], predict the reaction product. The product is: [F:11][C:4]1[CH:3]=[C:2]([B:15]2[O:16][C:17]([CH3:19])([CH3:18])[C:13]([CH3:27])([CH3:12])[O:14]2)[CH:7]=[CH:6][C:5]=1[N+:8]([O-:10])=[O:9].